Dataset: Catalyst prediction with 721,799 reactions and 888 catalyst types from USPTO. Task: Predict which catalyst facilitates the given reaction. (1) Reactant: [F:1][C:2]1[CH:7]=[CH:6][C:5]([N:8]2[CH:11]([C:12]3[CH:17]=[CH:16][C:15]([O:18][CH2:19][C:20]([O:22]C(C)(C)C)=[O:21])=[CH:14][CH:13]=3)[CH:10]([CH2:27][CH2:28][O:29][C:30]3[CH:35]=[CH:34][C:33]([F:36])=[CH:32][CH:31]=3)[C:9]2=[O:37])=[CH:4][CH:3]=1. Product: [F:1][C:2]1[CH:3]=[CH:4][C:5]([N:8]2[CH:11]([C:12]3[CH:13]=[CH:14][C:15]([O:18][CH2:19][C:20]([OH:22])=[O:21])=[CH:16][CH:17]=3)[CH:10]([CH2:27][CH2:28][O:29][C:30]3[CH:31]=[CH:32][C:33]([F:36])=[CH:34][CH:35]=3)[C:9]2=[O:37])=[CH:6][CH:7]=1. The catalyst class is: 106. (2) Reactant: [Br:1][C:2]1[CH:3]=[CH:4][C:5]([F:27])=[C:6]([C@@:8]2([CH3:26])[N:13]([CH2:14][C:15]3[CH:20]=[CH:19][C:18]([O:21][CH3:22])=[CH:17][C:16]=3[O:23][CH3:24])[C:12](=[O:25])[CH2:11]S[CH2:9]2)[CH:7]=1.O[O:29][S:30]([O-:32])=O.[K+]. The catalyst class is: 5. Product: [Br:1][C:2]1[CH:3]=[CH:4][C:5]([F:27])=[C:6]([C@@:8]2([CH3:26])[N:13]([CH2:14][C:15]3[CH:20]=[CH:19][C:18]([O:21][CH3:22])=[CH:17][C:16]=3[O:23][CH3:24])[C:12](=[O:25])[CH2:11][S:30](=[O:32])(=[O:29])[CH2:9]2)[CH:7]=1. (3) Reactant: [C:1]1([C@@H:7]2[CH2:9][C@H:8]2[NH2:10])[CH:6]=[CH:5][CH:4]=[CH:3][CH:2]=1.O=[CH:12][CH2:13][CH:14]1[CH2:19][CH2:18][N:17]([C:20]([O:22][C:23]([CH3:26])([CH3:25])[CH3:24])=[O:21])[CH2:16][CH2:15]1.CC(O)=O.C(O[BH-](OC(=O)C)OC(=O)C)(=O)C.[Na+].C([O-])(O)=O.[Na+]. Product: [C:1]1([C@@H:7]2[CH2:9][C@H:8]2[NH:10][CH2:12][CH2:13][CH:14]2[CH2:15][CH2:16][N:17]([C:20]([O:22][C:23]([CH3:24])([CH3:26])[CH3:25])=[O:21])[CH2:18][CH2:19]2)[CH:6]=[CH:5][CH:4]=[CH:3][CH:2]=1. The catalyst class is: 22. (4) Reactant: [N:1]1[C:10]2[C:5](=[CH:6][CH:7]=[CH:8][CH:9]=2)[CH:4]=[CH:3][C:2]=1[CH2:11][O:12][C:13]1[CH:18]=[CH:17][C:16]([CH2:19][C:20]([O:22]CC)=[O:21])=[CH:15][CH:14]=1.CO.C1COCC1.O[Li].O. Product: [N:1]1[C:10]2[C:5](=[CH:6][CH:7]=[CH:8][CH:9]=2)[CH:4]=[CH:3][C:2]=1[CH2:11][O:12][C:13]1[CH:14]=[CH:15][C:16]([CH2:19][C:20]([OH:22])=[O:21])=[CH:17][CH:18]=1. The catalyst class is: 6. (5) Reactant: [F:1][C:2]([F:13])([F:12])[C:3]1[CH:11]=[CH:10][C:6]([C:7]([OH:9])=O)=[CH:5][CH:4]=1.[CH3:14][NH:15][C:16]1[CH:17]=[N:18][CH:19]=[CH:20][C:21]=1[C:22]1[CH:27]=[CH:26][CH:25]=[CH:24][C:23]=1[CH3:28].F[B-](F)(F)F.BrC1C=CC=C[N+]=1CC.CCN(C(C)C)C(C)C.C(O)(=O)CC(CC(O)=O)(C(O)=O)O. Product: [CH3:14][N:15]([C:16]1[CH:17]=[N:18][CH:19]=[CH:20][C:21]=1[C:22]1[CH:27]=[CH:26][CH:25]=[CH:24][C:23]=1[CH3:28])[C:7](=[O:9])[C:6]1[CH:5]=[CH:4][C:3]([C:2]([F:1])([F:13])[F:12])=[CH:11][CH:10]=1. The catalyst class is: 2. (6) Reactant: Br[C:2]1[N:3]=[C:4]2[CH:10]=[C:9]([C:11]3[CH:16]=[CH:15][CH:14]=[CH:13][C:12]=3[Cl:17])[NH:8][C:5]2=[N:6][CH:7]=1.[CH3:18][N:19]1[C:23](B(O)O)=[CH:22][C:21]([C:27]([F:30])([F:29])[F:28])=[N:20]1.C([O-])([O-])=O.[K+].[K+]. Product: [Cl:17][C:12]1[CH:13]=[CH:14][CH:15]=[CH:16][C:11]=1[C:9]1[NH:8][C:5]2=[N:6][CH:7]=[C:2]([C:23]3[N:19]([CH3:18])[N:20]=[C:21]([C:27]([F:30])([F:29])[F:28])[CH:22]=3)[N:3]=[C:4]2[CH:10]=1. The catalyst class is: 38.